This data is from Full USPTO retrosynthesis dataset with 1.9M reactions from patents (1976-2016). The task is: Predict the reactants needed to synthesize the given product. Given the product [OH:1][CH:2]([P:9](=[O:10])([OH:14])[OH:12])[C:3]1[CH:8]=[CH:7][CH:6]=[CH:5][CH:4]=1, predict the reactants needed to synthesize it. The reactants are: [OH:1][CH:2]([P:9](=[O:14])([O:12]C)[O:10]C)[C:3]1[CH:8]=[CH:7][CH:6]=[CH:5][CH:4]=1.C[Si](Br)(C)C.